This data is from Full USPTO retrosynthesis dataset with 1.9M reactions from patents (1976-2016). The task is: Predict the reactants needed to synthesize the given product. (1) Given the product [Cl:1][C:2]1[CH:7]=[C:6]([N+:8]([O-:10])=[O:9])[CH:5]=[CH:4][C:3]=1[C:11]([CH3:15])([CH3:14])[CH2:12][NH:13][C:26]([C:19]1[C:20]2[C:25](=[CH:24][CH:23]=[CH:22][CH:21]=2)[N:17]([CH3:16])[N:18]=1)=[O:27], predict the reactants needed to synthesize it. The reactants are: [Cl:1][C:2]1[CH:7]=[C:6]([N+:8]([O-:10])=[O:9])[CH:5]=[CH:4][C:3]=1[C:11]([CH3:15])([CH3:14])[CH2:12][NH2:13].[CH3:16][N:17]1[C:25]2[C:20](=[CH:21][CH:22]=[CH:23][CH:24]=2)[C:19]([C:26](O)=[O:27])=[N:18]1.C1C=CC2N(O)N=NC=2C=1.C(Cl)CCl. (2) Given the product [F:1][C:2]1[C:3]([CH:18]=[CH2:19])=[C:4]([C:12](=[O:17])[CH2:13][CH2:14][CH:15]=[CH2:16])[CH:5]=[C:6]2[C:10]=1[N:9]([CH3:11])[CH:8]=[CH:7]2, predict the reactants needed to synthesize it. The reactants are: [F:1][C:2]1[C:3]([CH:18]=[CH2:19])=[C:4]([CH:12]([OH:17])[CH2:13][CH2:14][CH:15]=[CH2:16])[CH:5]=[C:6]2[C:10]=1[N:9]([CH3:11])[CH:8]=[CH:7]2.C[N+]1([O-])CCOCC1. (3) Given the product [CH3:22][O:23][C:24](=[O:43])[CH2:25][CH:26]([O:35][Si:36]([C:39]([CH3:42])([CH3:41])[CH3:40])([CH3:37])[CH3:38])[C:27]([CH3:33])([CH3:34])[C:28](=[O:32])[CH:29]([CH3:30])[CH:18]([OH:19])[CH:17]([CH3:20])[CH2:16][CH2:15][CH2:14][C:13]([CH3:21])=[CH:12][CH2:11][CH:7]([O:6][C:3](=[O:5])[CH3:4])[C:8](=[O:10])[CH3:9], predict the reactants needed to synthesize it. The reactants are: [Li+].[I-].[C:3]([O:6][CH:7]([CH2:11][CH:12]=[C:13]([CH3:21])[CH2:14][CH2:15][CH2:16][CH:17]([CH3:20])[CH:18]=[O:19])[C:8](=[O:10])[CH3:9])(=[O:5])[CH3:4].[CH3:22][O:23][C:24](=[O:43])[CH2:25][C@H:26]([O:35][Si:36]([C:39]([CH3:42])([CH3:41])[CH3:40])([CH3:38])[CH3:37])[C:27]([CH3:34])([CH3:33])[C:28](=[O:32])[CH:29](Br)[CH3:30]. (4) Given the product [C:28]([C:2]1[CH:7]=[C:6]([CH3:8])[C:5]([C:9]2[C:10](=[O:24])[CH2:11][CH:12]([CH2:17][CH:18]3[CH2:23][CH2:22][O:21][CH2:20][CH2:19]3)[CH2:13][C:14]=2[O:15][CH3:16])=[C:4]([CH3:25])[CH:3]=1)#[CH:29], predict the reactants needed to synthesize it. The reactants are: Br[C:2]1[CH:7]=[C:6]([CH3:8])[C:5]([C:9]2[C:10](=[O:24])[CH2:11][CH:12]([CH2:17][CH:18]3[CH2:23][CH2:22][O:21][CH2:20][CH2:19]3)[CH2:13][C:14]=2[O:15][CH3:16])=[C:4]([CH3:25])[CH:3]=1.[F-].[Cs+].[CH2:28]([Sn](CCCC)(CCCC)C#C)[CH2:29]CC. (5) Given the product [F:1][CH:2]([F:22])[S:3][C:4]1[CH:9]=[CH:8][C:7]([C:10]2([F:29])[CH2:13][N:12]([C:14]([O:16][C:17]([CH3:20])([CH3:19])[CH3:18])=[O:15])[CH2:11]2)=[CH:6][CH:5]=1, predict the reactants needed to synthesize it. The reactants are: [F:1][CH:2]([F:22])[S:3][C:4]1[CH:9]=[CH:8][C:7]([C:10]2(O)[CH2:13][N:12]([C:14]([O:16][C:17]([CH3:20])([CH3:19])[CH3:18])=[O:15])[CH2:11]2)=[CH:6][CH:5]=1.CCN(S(F)(F)[F:29])CC.